From a dataset of Reaction yield outcomes from USPTO patents with 853,638 reactions. Predict the reaction yield, written as a fraction of the theoretical maximum amount of product (1.0 means a 100% yield; for example, 0.34 means a 34% yield). (1) The reactants are F[C:2]1[C:11]([CH3:12])=[CH:10][C:5]([C:6]([O:8][CH3:9])=[O:7])=[CH:4][N:3]=1.[F:13][C:14]1[CH:19]=[CH:18][C:17]([OH:20])=[CH:16][CH:15]=1.C(=O)([O-])[O-].[K+].[K+]. The catalyst is CN(C=O)C. The product is [F:13][C:14]1[CH:19]=[CH:18][C:17]([O:20][C:2]2[C:11]([CH3:12])=[CH:10][C:5]([C:6]([O:8][CH3:9])=[O:7])=[CH:4][N:3]=2)=[CH:16][CH:15]=1. The yield is 0.930. (2) The reactants are [C:1](Cl)(=[O:6])[CH2:2][C:3](Cl)=[O:4].[CH:8]1([CH2:11][CH2:12][NH:13][C:14]([NH:16][CH2:17][CH2:18][CH:19]2[CH2:21][CH2:20]2)=[O:15])[CH2:10][CH2:9]1. The catalyst is ClCCl. The product is [CH:8]1([CH2:11][CH2:12][N:13]2[C:3](=[O:4])[CH2:2][C:1](=[O:6])[N:16]([CH2:17][CH2:18][CH:19]3[CH2:20][CH2:21]3)[C:14]2=[O:15])[CH2:9][CH2:10]1. The yield is 0.240. (3) The reactants are Cl.[C:2]([C:4]1[CH:9]=[CH:8][C:7]([C:10]2[CH:11]=[C:12]3[N:25]([CH2:26][C@@H:27]4[O:32][CH2:31][CH2:30][N:29](C(OC(C)(C)C)=O)[CH2:28]4)[CH:24]=[CH:23][C:13]3=[N:14][C:15]=2[C:16]2[CH:21]=[CH:20][C:19]([F:22])=[CH:18][CH:17]=2)=[CH:6][CH:5]=1)#[N:3]. No catalyst specified. The product is [F:22][C:19]1[CH:18]=[CH:17][C:16]([C:15]2[N:14]=[C:13]3[CH:23]=[CH:24][N:25]([CH2:26][C@@H:27]4[O:32][CH2:31][CH2:30][NH:29][CH2:28]4)[C:12]3=[CH:11][C:10]=2[C:7]2[CH:8]=[CH:9][C:4]([C:2]#[N:3])=[CH:5][CH:6]=2)=[CH:21][CH:20]=1. The yield is 0.270.